Dataset: Reaction yield outcomes from USPTO patents with 853,638 reactions. Task: Predict the reaction yield, written as a fraction of the theoretical maximum amount of product (1.0 means a 100% yield; for example, 0.34 means a 34% yield). (1) The reactants are [CH2:1]([N:3]([CH2:17][CH3:18])[C:4]([CH:6]1[CH2:15][C:14](=O)[C:13]2[C:8](=[CH:9][CH:10]=[CH:11][CH:12]=2)[S:7]1)=[O:5])[CH3:2].Cl.[CH3:20][O:21][C:22]1[CH:27]=[CH:26][C:25]([NH:28]N)=[CH:24][CH:23]=1.S(=O)(=O)(O)O. The catalyst is C(O)C. The product is [CH2:1]([N:3]([CH2:17][CH3:18])[C:4]([CH:6]1[C:15]2[C:26]3[C:25](=[CH:24][CH:23]=[C:22]([O:21][CH3:20])[CH:27]=3)[NH:28][C:14]=2[C:13]2[CH:12]=[CH:11][CH:10]=[CH:9][C:8]=2[S:7]1)=[O:5])[CH3:2]. The yield is 0.570. (2) The reactants are [NH2:1][C:2]1([CH3:20])[CH2:8][CH2:7][CH2:6][N:5]([S:9]([C:12]2[CH:19]=[CH:18][CH:17]=[CH:16][C:13]=2[C:14]#[N:15])(=[O:11])=[O:10])[CH2:4][CH2:3]1.C(Cl)CCl.C1C=CC2N(O)N=NC=2C=1.[C:35]([NH:42][C@H:43]([C:48](O)=[O:49])[CH2:44][CH:45]([CH3:47])[CH3:46])([O:37][C:38]([CH3:41])([CH3:40])[CH3:39])=[O:36].CCN(C(C)C)C(C)C. The catalyst is C(Cl)Cl. The product is [C:14]([C:13]1[CH:16]=[CH:17][CH:18]=[CH:19][C:12]=1[S:9]([N:5]1[CH2:6][CH2:7][CH2:8][C:2]([NH:1][C:48]([C@@H:43]([NH:42][C:35](=[O:36])[O:37][C:38]([CH3:39])([CH3:41])[CH3:40])[CH2:44][CH:45]([CH3:47])[CH3:46])=[O:49])([CH3:20])[CH2:3][CH2:4]1)(=[O:11])=[O:10])#[N:15]. The yield is 0.450. (3) The reactants are [Br:1][C:2]1[C:3]([O:18][C:19]2[C:24]([CH3:25])=[CH:23][C:22]([C:26]#[N:27])=[CH:21][C:20]=2[CH3:28])=[N:4][C:5]([NH:9][C:10]2[CH:17]=[CH:16][C:13]([C:14]#[N:15])=[CH:12][CH:11]=2)=[N:6][C:7]=1Cl.[NH3:29].O1CCOCC1. The catalyst is O. The product is [NH2:29][C:7]1[C:2]([Br:1])=[C:3]([O:18][C:19]2[C:24]([CH3:25])=[CH:23][C:22]([C:26]#[N:27])=[CH:21][C:20]=2[CH3:28])[N:4]=[C:5]([NH:9][C:10]2[CH:17]=[CH:16][C:13]([C:14]#[N:15])=[CH:12][CH:11]=2)[N:6]=1. The yield is 0.405. (4) The reactants are CC1(C)C(C)(C)OB([C:9]2[CH:14]=[CH:13][C:12]([CH2:15][C:16]([OH:18])=[O:17])=[CH:11][CH:10]=2)O1.Br[C:21]1[CH:22]=[N:23][N:24]2[C:29]=1[CH:28]=[CH:27][CH:26]=[N:25]2.C(=O)([O-])[O-].[K+].[K+]. The catalyst is CC#N.O.C([O-])(=O)C.[Pd+2].C([O-])(=O)C.COC1C=CC=C(OC)C=1C1C=CC=CC=1P(C1CCCCC1)C1CCCCC1. The product is [N:23]1[N:24]2[N:25]=[CH:26][CH:27]=[CH:28][C:29]2=[C:21]([C:9]2[CH:10]=[CH:11][C:12]([CH2:15][C:16]([OH:18])=[O:17])=[CH:13][CH:14]=2)[CH:22]=1. The yield is 0.720. (5) The reactants are Br[Zn][CH2:3][C:4]([O:6][CH2:7][CH3:8])=[O:5].[F:9][C:10]1[CH:17]=[CH:16][CH:15]=[CH:14][C:11]=1[C:12]#N.Cl.C(OCC)(=[O:21])C. The catalyst is C1COCC1. The product is [F:9][C:10]1[CH:17]=[CH:16][CH:15]=[CH:14][C:11]=1[C:12](=[O:21])[CH2:3][C:4]([O:6][CH2:7][CH3:8])=[O:5]. The yield is 0.920. (6) The reactants are [Cl:1][C:2]1[C:3]([CH3:11])=[CH:4][C:5]([N:8]=[C:9]=S)=[N:6][CH:7]=1.C(N(CC)CC)C.Cl.Cl.[NH2:21][CH2:22][C@@:23]1([OH:31])[CH:28]2[CH2:29][CH2:30][N:25]([CH2:26][CH2:27]2)[CH2:24]1.C(N=C=NC(C)C)(C)C. The catalyst is CN(C)C=O. The product is [Cl:1][C:2]1[C:3]([CH3:11])=[CH:4][C:5]([NH:8][C:9]2[O:31][C@:23]3([CH2:22][N:21]=2)[CH:28]2[CH2:29][CH2:30][N:25]([CH2:26][CH2:27]2)[CH2:24]3)=[N:6][CH:7]=1. The yield is 0.303. (7) The reactants are [N+:1]([C:4]1[CH:5]=[C:6]([S:10]([CH3:19])(=[N:12][C:13](=[O:18])[NH:14][CH:15]([CH3:17])[CH3:16])=[O:11])[CH:7]=[CH:8][CH:9]=1)([O-])=O. The catalyst is C(O)C.Cl.CO.[Fe]. The product is [NH2:1][C:4]1[CH:5]=[C:6]([S:10]([CH3:19])(=[N:12][C:13](=[O:18])[NH:14][CH:15]([CH3:16])[CH3:17])=[O:11])[CH:7]=[CH:8][CH:9]=1. The yield is 0.650. (8) The reactants are [NH2:1][CH2:2][C:3]1[C:4]([CH3:13])=[CH:5][C:6]([CH2:11][OH:12])=[N:7][C:8]=1[O:9][CH3:10].[Br:14][C:15]1[CH:16]=[C:17]([C:28](O)=[O:29])[C:18]2[C:19]([CH3:27])=[CH:20][N:21]([CH:24]([CH3:26])[CH3:25])[C:22]=2[CH:23]=1.C1C=NC2N(O)N=NC=2C=1.C(Cl)CCl. The catalyst is ClCCl.CN(C=O)C. The product is [Br:14][C:15]1[CH:16]=[C:17]([C:28]([NH:1][CH2:2][C:3]2[C:8]([O:9][CH3:10])=[N:7][C:6]([CH2:11][OH:12])=[CH:5][C:4]=2[CH3:13])=[O:29])[C:18]2[C:19]([CH3:27])=[CH:20][N:21]([CH:24]([CH3:25])[CH3:26])[C:22]=2[CH:23]=1. The yield is 1.00. (9) The reactants are CC12CC(CC1)CC2=O.C([C:14]1[CH:19]=[C:18](C)[CH:17]=[C:16]([C:21]([CH3:24])([CH3:23])C)N=1)(C)(C)C.[F:25][C:26]([F:39])([F:38])[S:27]([O:30]S(C(F)(F)F)(=O)=O)(=[O:29])=[O:28].O. The catalyst is C(Cl)Cl. The product is [F:25][C:26]([F:39])([F:38])[S:27]([O:30][C:16]12[CH2:17][CH:18]([CH2:19][CH2:14]1)[CH2:24][C:21]2=[CH2:23])(=[O:29])=[O:28]. The yield is 0.140.